From a dataset of Catalyst prediction with 721,799 reactions and 888 catalyst types from USPTO. Predict which catalyst facilitates the given reaction. Reactant: [Br:1][C:2]1[S:6][C:5]([C:7](OC)([O:9]C)[CH3:8])=[N:4][CH:3]=1.Cl. Product: [Br:1][C:2]1[S:6][C:5]([C:7](=[O:9])[CH3:8])=[N:4][CH:3]=1. The catalyst class is: 95.